Predict which catalyst facilitates the given reaction. From a dataset of Catalyst prediction with 721,799 reactions and 888 catalyst types from USPTO. (1) Reactant: [CH2:1]([O:8][CH2:9][CH:10]1[CH2:14][C@@H:13]([NH:15][C:16]([C:18]2[NH:19][C:20]3[C:25]([CH:26]=2)=[CH:24][C:23]([Cl:27])=[CH:22][CH:21]=3)=[O:17])[C@H:12]([NH2:28])[CH2:11]1)[C:2]1[CH:7]=[CH:6][CH:5]=[CH:4][CH:3]=1.[CH3:29][N:30]1[CH2:35][CH2:34][C:33]2[N:36]=[C:37]([C:39]([O-])=[O:40])[S:38][C:32]=2[CH2:31]1.[Li+].O.ON1C2C=CC=CC=2N=N1.Cl.CN(C)CCCN=C=NCC. Product: [CH2:1]([O:8][CH2:9][CH:10]1[CH2:14][C@@H:13]([NH:15][C:16]([C:18]2[NH:19][C:20]3[C:25]([CH:26]=2)=[CH:24][C:23]([Cl:27])=[CH:22][CH:21]=3)=[O:17])[C@H:12]([NH:28][C:39]([C:37]2[S:38][C:32]3[CH2:31][N:30]([CH3:29])[CH2:35][CH2:34][C:33]=3[N:36]=2)=[O:40])[CH2:11]1)[C:2]1[CH:7]=[CH:6][CH:5]=[CH:4][CH:3]=1. The catalyst class is: 9. (2) Reactant: N(C(OCC)=O)=NC(OCC)=O.[Cl:13][C:14]1[N:19]=[C:18]2[NH:20][N:21]=[C:22]([S:23]([CH3:26])(=[O:25])=[O:24])[C:17]2=[C:16]([NH:27][CH:28]2[CH2:30][CH2:29]2)[N:15]=1.[CH3:31][O:32][C:33]1[CH:40]=[C:39]([O:41][CH3:42])[CH:38]=[CH:37][C:34]=1[CH2:35]O.C1(P(C2C=CC=CC=2)C2C=CC=CC=2)C=CC=CC=1. Product: [Cl:13][C:14]1[N:19]=[C:18]2[N:20]([CH2:35][C:34]3[CH:37]=[CH:38][C:39]([O:41][CH3:42])=[CH:40][C:33]=3[O:32][CH3:31])[N:21]=[C:22]([S:23]([CH3:26])(=[O:24])=[O:25])[C:17]2=[C:16]([NH:27][CH:28]2[CH2:29][CH2:30]2)[N:15]=1. The catalyst class is: 7. (3) Reactant: [Cl:1][C:2]1[CH:3]=[C:4]([N:8]2[C:13](=[O:14])[C:12](OS(C3C=CC(C)=CC=3)(=O)=O)=[C:11]([C:26]3[CH:31]=[CH:30][C:29]([S:32]([CH3:35])(=[O:34])=[O:33])=[CH:28][CH:27]=3)[CH:10]=[N:9]2)[CH:5]=[CH:6][CH:7]=1.[C:36]1(C)[C:41]([SH:42])=[CH:40][CH:39]=[CH:38][CH:37]=1.[C:44]([O-])([O-])=O.[K+].[K+].O. Product: [Cl:1][C:2]1[CH:3]=[C:4]([N:8]2[C:13](=[O:14])[C:12]([S:42][C:41]3[CH:36]=[CH:37][C:38]([CH3:44])=[CH:39][CH:40]=3)=[C:11]([C:26]3[CH:31]=[CH:30][C:29]([S:32]([CH3:35])(=[O:34])=[O:33])=[CH:28][CH:27]=3)[CH:10]=[N:9]2)[CH:5]=[CH:6][CH:7]=1. The catalyst class is: 14. (4) Reactant: [CH3:1][O:2][C:3]1[CH:4]=[C:5]([CH:8]=[CH:9][C:10]=1[O:11][CH3:12])[CH:6]=O.[N+:13]([CH2:16][CH3:17])([O-:15])=[O:14]. Product: [CH3:12][O:11][C:10]1[CH:9]=[CH:8][C:5](/[CH:6]=[C:16](/[N+:13]([O-:15])=[O:14])\[CH3:17])=[CH:4][C:3]=1[O:2][CH3:1]. The catalyst class is: 463. (5) Reactant: [CH3:1][N:2]1[CH:6]([C:7]([O:9][C:10]([CH3:13])([CH3:12])[CH3:11])=[O:8])[CH2:5][NH:4][C:3]1=[O:14].Cl[C:16]1[CH:21]=[C:20]([C:22]([F:25])([F:24])[F:23])[N:19]=[CH:18][N:17]=1.C(=O)([O-])[O-].[Cs+].[Cs+].CC1(C)C2C(=C(P(C3C=CC=CC=3)C3C=CC=CC=3)C=CC=2)OC2C(P(C3C=CC=CC=3)C3C=CC=CC=3)=CC=CC1=2. Product: [CH3:1][N:2]1[CH:6]([C:7]([O:9][C:10]([CH3:11])([CH3:13])[CH3:12])=[O:8])[CH2:5][N:4]([C:16]2[CH:21]=[C:20]([C:22]([F:25])([F:24])[F:23])[N:19]=[CH:18][N:17]=2)[C:3]1=[O:14]. The catalyst class is: 333.